Predict the reactants needed to synthesize the given product. From a dataset of Full USPTO retrosynthesis dataset with 1.9M reactions from patents (1976-2016). (1) Given the product [F:25][C:26]1[CH:27]=[CH:28][C:29]([CH:32]([OH:46])[CH:33]([NH:45][C:15]([C:10]2[C:9]3[C:8]4[C:3](=[CH:4][CH:5]=[CH:6][CH:7]=4)[C:2](=[O:1])[C:14]=3[CH:13]=[CH:12][CH:11]=2)=[O:16])[CH2:34][C:35]2[CH:40]=[CH:39][C:38]([C:41]([F:44])([F:43])[F:42])=[CH:37][CH:36]=2)=[CH:30][CH:31]=1, predict the reactants needed to synthesize it. The reactants are: [O:1]=[C:2]1[C:14]2[CH:13]=[CH:12][CH:11]=[C:10]([C:15](O)=[O:16])[C:9]=2[C:8]2[C:3]1=[CH:4][CH:5]=[CH:6][CH:7]=2.C(Cl)(=O)C(Cl)=O.Cl.[F:25][C:26]1[CH:31]=[CH:30][C:29]([CH:32]([OH:46])[CH:33]([NH2:45])[CH2:34][C:35]2[CH:40]=[CH:39][C:38]([C:41]([F:44])([F:43])[F:42])=[CH:37][CH:36]=2)=[CH:28][CH:27]=1.C(=O)([O-])O.[Na+]. (2) Given the product [Cl:11][C:5]1[N:6]=[CH:7][C:8]2[CH2:9][C:20]3([CH2:2][C:3]=2[CH:4]=1)[C:21]1[C:22](=[N:23][CH:24]=[CH:25][CH:26]=1)[N:18]([CH2:17][O:16][CH2:15][CH2:14][Si:13]([CH3:28])([CH3:12])[CH3:29])[C:19]3=[O:27], predict the reactants needed to synthesize it. The reactants are: Br[CH2:2][C:3]1[C:8]([CH2:9]Br)=[CH:7][N:6]=[C:5]([Cl:11])[CH:4]=1.[CH3:12][Si:13]([CH3:29])([CH3:28])[CH2:14][CH2:15][O:16][CH2:17][N:18]1[C:22]2=[N:23][CH:24]=[CH:25][CH:26]=[C:21]2[CH2:20][C:19]1=[O:27].C(=O)([O-])[O-].[Cs+].[Cs+].O. (3) Given the product [F:22][C:16]([P:8]([C:9]([F:14])([F:15])[C:10]([F:13])([F:12])[F:11])(=[O:56])[O-:23])([F:21])[C:17]([F:18])([F:19])[F:20].[F:52][C:53]([F:64])([C:57]([F:63])([F:62])[C:58]([F:61])([F:60])[F:59])[CH2:54][CH2:55][N+:49]1[CH:50]=[CH:51][N:47]([CH3:46])[CH:48]=1, predict the reactants needed to synthesize it. The reactants are: FC([P:8](=[O:23])([C:16]([F:22])([F:21])[C:17]([F:20])([F:19])[F:18])[C:9]([F:15])([F:14])[C:10]([F:13])([F:12])[F:11])(F)C(F)(F)F.P(C(C(F)(F)F)(F)F)(C(C(F)(F)F)(F)F)C(C(F)(F)F)(F)F.[CH3:46][N:47]1[CH:51]=[CH:50][N:49]=[CH:48]1.[F:52][C:53]([F:64])([C:57]([F:63])([F:62])[C:58]([F:61])([F:60])[F:59])[CH2:54][CH2:55][OH:56]. (4) Given the product [CH3:48][O:47][C:45](=[O:46])[C:44]1[CH:49]=[CH:50][C:41]([N:40]([C@@H:27]([C:23]2[CH:24]=[CH:25][CH:26]=[C:21]([Cl:20])[CH:22]=2)[CH2:28][N:29]2[CH2:33][CH2:32][C@H:31]([O:34][CH2:35][O:36][CH3:37])[CH2:30]2)[CH3:39])=[CH:42][CH:43]=1, predict the reactants needed to synthesize it. The reactants are: ClC1C=C([C@@H](N2CC[C@H](OCOC)C2)CO)C=CC=1.[Cl:20][C:21]1[CH:22]=[C:23]([C@H:27](O)[CH2:28][N:29]2[CH2:33][CH2:32][C@H:31]([O:34][CH2:35][O:36][CH3:37])[CH2:30]2)[CH:24]=[CH:25][CH:26]=1.[CH3:39][NH:40][C:41]1[CH:50]=[CH:49][C:44]([C:45]([O:47][CH3:48])=[O:46])=[CH:43][CH:42]=1. (5) Given the product [Br:19][C:20]1[CH:21]=[CH:22][C:23]2[N:27]([C:18]3[CH:17]=[CH:16][CH:15]=[CH:5][N:6]=3)[C:26](=[O:28])[N:25]([CH2:29][C:30]([OH:32])=[O:31])[C:24]=2[CH:37]=1, predict the reactants needed to synthesize it. The reactants are: O=C1[N:6](CC(OC(C)(C)C)=O)[C:5]2[CH:15]=[CH:16][CH:17]=[CH:18]C=2N1.[Br:19][C:20]1[CH:21]=[CH:22][C:23]2[NH:27][C:26](=[O:28])[N:25]([CH2:29][C:30]([O:32]C(C)(C)C)=[O:31])[C:24]=2[CH:37]=1. (6) Given the product [CH3:1][O:2][C:3]1[CH:21]=[C:20]([O:22][CH2:24][C:25]2[N:26]=[C:27]([C:30]3([C:36]4[CH:46]=[CH:45][C:39]([C:40]([N:42]([CH3:43])[CH3:44])=[O:41])=[CH:38][CH:37]=4)[CH2:35][CH2:34][O:33][CH2:32][CH2:31]3)[S:28][CH:29]=2)[C:6]2[CH:7]=[C:8]([C:10]3[N:11]=[C:12]4[N:16]([CH:17]=3)[N:15]=[C:14]([O:18][CH3:19])[S:13]4)[O:9][C:5]=2[CH:4]=1, predict the reactants needed to synthesize it. The reactants are: [CH3:1][O:2][C:3]1[CH:4]=[C:5]2[O:9][C:8]([C:10]3[N:11]=[C:12]4[N:16]([CH:17]=3)[N:15]=[C:14]([O:18][CH3:19])[S:13]4)=[CH:7][C:6]2=[C:20]([OH:22])[CH:21]=1.O[CH2:24][C:25]1[N:26]=[C:27]([C:30]2([C:36]3[CH:46]=[CH:45][C:39]([C:40]([N:42]([CH3:44])[CH3:43])=[O:41])=[CH:38][CH:37]=3)[CH2:35][CH2:34][O:33][CH2:32][CH2:31]2)[S:28][CH:29]=1.C(P(CCCC)CCCC)CCC.C1CCN(C(N=NC(N2CCCCC2)=O)=O)CC1. (7) Given the product [C:1]([O:5][C:6]([N:8]1[CH2:9][CH2:10][N:11]([C:14]([CH3:16])([CH3:15])[CH2:17][OH:18])[CH2:12][CH2:13]1)=[O:7])([CH3:4])([CH3:3])[CH3:2], predict the reactants needed to synthesize it. The reactants are: [C:1]([O:5][C:6]([N:8]1[CH2:13][CH2:12][N:11]([C:14]([C:17](OCC)=[O:18])([CH3:16])[CH3:15])[CH2:10][CH2:9]1)=[O:7])([CH3:4])([CH3:3])[CH3:2].[H-].[H-].[H-].[H-].[Li+].[Al+3]. (8) Given the product [Br:19][C:10]1[C:9]([NH:8][CH:4]2[CH2:5][CH2:6][O:1][CH2:2][CH2:3]2)=[CH:18][CH:17]=[CH:16][C:11]=1[C:12]([O:14][CH3:15])=[O:13], predict the reactants needed to synthesize it. The reactants are: [O:1]1[CH2:6][CH2:5][C:4](=O)[CH2:3][CH2:2]1.[NH2:8][C:9]1[C:10]([Br:19])=[C:11]([CH:16]=[CH:17][CH:18]=1)[C:12]([O:14][CH3:15])=[O:13].[BH-](OC(C)=O)(OC(C)=O)OC(C)=O.[Na+].CC(O)=O. (9) Given the product [CH3:4][CH:6]([C:15](=[O:17])[CH3:16])[CH2:7][CH2:8][CH2:9][CH2:10][S:11]([OH:14])(=[O:12])=[O:13], predict the reactants needed to synthesize it. The reactants are: C(O[C:4]([C:6](C)([C:15](=[O:17])[CH3:16])[CH2:7][CH2:8][CH2:9][CH2:10][S:11]([O-:14])(=[O:13])=[O:12])=O)C.[Na+].